From a dataset of NCI-60 drug combinations with 297,098 pairs across 59 cell lines. Regression. Given two drug SMILES strings and cell line genomic features, predict the synergy score measuring deviation from expected non-interaction effect. Cell line: MOLT-4. Drug 2: CC1C(C(CC(O1)OC2CC(OC(C2O)C)OC3=CC4=CC5=C(C(=O)C(C(C5)C(C(=O)C(C(C)O)O)OC)OC6CC(C(C(O6)C)O)OC7CC(C(C(O7)C)O)OC8CC(C(C(O8)C)O)(C)O)C(=C4C(=C3C)O)O)O)O. Synergy scores: CSS=39.7, Synergy_ZIP=4.81, Synergy_Bliss=6.23, Synergy_Loewe=-4.69, Synergy_HSA=-3.54. Drug 1: CCN(CC)CCNC(=O)C1=C(NC(=C1C)C=C2C3=C(C=CC(=C3)F)NC2=O)C.